From a dataset of Forward reaction prediction with 1.9M reactions from USPTO patents (1976-2016). Predict the product of the given reaction. (1) Given the reactants [C:1]([O:4][CH2:5]/[C:6](/[C:23]1[CH:28]=[CH:27][C:26]([S:29]([CH3:32])(=[O:31])=[O:30])=[CH:25][CH:24]=1)=[C:7](/[C:17]1[CH:22]=[CH:21][CH:20]=[CH:19][CH:18]=1)\[CH2:8][O:9][Si](C(C)(C)C)(C)C)(=[O:3])[CH3:2], predict the reaction product. The product is: [C:1]([O:4][CH2:5]/[C:6](/[C:23]1[CH:24]=[CH:25][C:26]([S:29]([CH3:32])(=[O:31])=[O:30])=[CH:27][CH:28]=1)=[C:7](/[C:17]1[CH:22]=[CH:21][CH:20]=[CH:19][CH:18]=1)\[CH2:8][OH:9])(=[O:3])[CH3:2]. (2) Given the reactants [CH2:1]([O:3][C:4](=[O:38])[CH2:5][CH2:6][CH2:7][O:8][C:9]1[CH:14]=[CH:13][CH:12]=[C:11]([CH2:15][CH2:16][CH2:17][CH2:18][CH2:19][CH2:20][O:21][C:22]2[CH:27]=[C:26]([CH2:28][OH:29])[CH:25]=[C:24]([Br:30])[CH:23]=2)[C:10]=1[CH2:31][CH2:32][C:33]([O:35][CH2:36][CH3:37])=[O:34])[CH3:2].I[CH2:40][CH3:41].[H-].[Na+], predict the reaction product. The product is: [CH2:1]([O:3][C:4](=[O:38])[CH2:5][CH2:6][CH2:7][O:8][C:9]1[CH:14]=[CH:13][CH:12]=[C:11]([CH2:15][CH2:16][CH2:17][CH2:18][CH2:19][CH2:20][O:21][C:22]2[CH:27]=[C:26]([CH2:28][O:29][CH2:40][CH3:41])[CH:25]=[C:24]([Br:30])[CH:23]=2)[C:10]=1[CH2:31][CH2:32][C:33]([O:35][CH2:36][CH3:37])=[O:34])[CH3:2]. (3) Given the reactants [CH3:1][C:2]([O:5][C:6]([NH:8][C@@H:9]([CH2:19]O)[CH2:10][CH2:11][C:12]([O:14][C:15]([CH3:18])([CH3:17])[CH3:16])=[O:13])=[O:7])([CH3:4])[CH3:3].C1(P(C2C=CC=CC=2)C2C=CC=CC=2)C=CC=CC=1.N1C=CN=C1.[I:45]I, predict the reaction product. The product is: [CH3:1][C:2]([O:5][C:6]([NH:8][C@@H:9]([CH2:19][I:45])[CH2:10][CH2:11][C:12]([O:14][C:15]([CH3:18])([CH3:17])[CH3:16])=[O:13])=[O:7])([CH3:4])[CH3:3]. (4) Given the reactants [CH3:1][O:2][C:3]1[CH:12]=[C:11]2[C:6]([CH:7]=[CH:8][CH:9]=[C:10]2[CH2:13][CH2:14][NH:15][C:16](=[O:18])[CH3:17])=[CH:5][CH:4]=1.[C:19]([OH:31])(=[O:30])[CH2:20][C:21]([CH2:26][C:27]([OH:29])=[O:28])([C:23]([OH:25])=[O:24])[OH:22], predict the reaction product. The product is: [C:19]([OH:31])(=[O:30])[CH2:20][C:21]([CH2:26][C:27]([OH:29])=[O:28])([C:23]([OH:25])=[O:24])[OH:22].[CH3:1][O:2][C:3]1[CH:12]=[C:11]2[C:6]([CH:7]=[CH:8][CH:9]=[C:10]2[CH2:13][CH2:14][NH:15][C:16](=[O:18])[CH3:17])=[CH:5][CH:4]=1. (5) Given the reactants [NH2:1][C:2]1[C:3]([C:9]([NH2:11])=[O:10])=[N:4][C:5](Br)=[CH:6][CH:7]=1.[Br:12][C:13]1[CH:14]=[C:15](B(O)O)[CH:16]=[CH:17][CH:18]=1, predict the reaction product. The product is: [NH2:1][C:2]1[C:3]([C:9]([NH2:11])=[O:10])=[N:4][C:5]([C:17]2[CH:16]=[CH:15][CH:14]=[C:13]([Br:12])[CH:18]=2)=[CH:6][CH:7]=1. (6) Given the reactants [OH:1][CH2:2][CH2:3][CH:4]1[CH2:9][CH2:8][C:7](=[O:10])[CH2:6][CH2:5]1.C(N(C(C)C)CC)(C)C.FC(F)(F)S(O[Si:26]([CH:33]([CH3:35])[CH3:34])([CH:30]([CH3:32])[CH3:31])[CH:27]([CH3:29])[CH3:28])(=O)=O, predict the reaction product. The product is: [CH:27]([Si:26]([CH:33]([CH3:35])[CH3:34])([CH:30]([CH3:32])[CH3:31])[O:1][CH2:2][CH2:3][CH:4]1[CH2:9][CH2:8][C:7](=[O:10])[CH2:6][CH2:5]1)([CH3:29])[CH3:28]. (7) Given the reactants [NH:1]1[CH2:6][CH2:5][CH:4]([C:7]2[CH:29]=[CH:28][C:10]([C:11]([NH:13][C:14]3[CH:19]=[CH:18][CH:17]=[CH:16][C:15]=3[NH:20]C(=O)OC(C)(C)C)=[O:12])=[CH:9][CH:8]=2)[CH2:3][CH2:2]1.[CH3:30][O:31][C:32]1[N:36]([CH3:37])[N:35]=[C:34]([CH3:38])[C:33]=1[CH:39]=O, predict the reaction product. The product is: [NH2:20][C:15]1[CH:16]=[CH:17][CH:18]=[CH:19][C:14]=1[NH:13][C:11](=[O:12])[C:10]1[CH:28]=[CH:29][C:7]([CH:4]2[CH2:3][CH2:2][N:1]([CH2:39][C:33]3[C:34]([CH3:38])=[N:35][N:36]([CH3:37])[C:32]=3[O:31][CH3:30])[CH2:6][CH2:5]2)=[CH:8][CH:9]=1.